This data is from Reaction yield outcomes from USPTO patents with 853,638 reactions. The task is: Predict the reaction yield, written as a fraction of the theoretical maximum amount of product (1.0 means a 100% yield; for example, 0.34 means a 34% yield). (1) The catalyst is O1CCOCC1. The product is [ClH:45].[C:35]1([C:38]2[CH:43]=[CH:42][CH:41]=[CH:40][CH:39]=2)[CH:34]=[CH:33][C:32]([CH:30]([NH:7][CH2:8][C:9]([N:11]2[CH2:12][CH2:13][N:14]([C:17](=[O:29])[C:18]3[CH:23]=[C:22]([F:24])[CH:21]=[CH:20][C:19]=3[C:25]([F:28])([F:27])[F:26])[CH2:15][CH2:16]2)=[O:10])[CH3:31])=[CH:37][CH:36]=1. The reactants are C(OC(=O)[N:7]([CH:30]([C:32]1[CH:37]=[CH:36][C:35]([C:38]2[CH:43]=[CH:42][CH:41]=[CH:40][CH:39]=2)=[CH:34][CH:33]=1)[CH3:31])[CH2:8][C:9]([N:11]1[CH2:16][CH2:15][N:14]([C:17](=[O:29])[C:18]2[CH:23]=[C:22]([F:24])[CH:21]=[CH:20][C:19]=2[C:25]([F:28])([F:27])[F:26])[CH2:13][CH2:12]1)=[O:10])(C)(C)C.[ClH:45]. The yield is 0.784. (2) The reactants are [C:1]([C:3]1[CH:8]=[CH:7][C:6]([C:9]([CH3:27])([CH2:13][C:14]2[S:15][C:16]3[CH:22]=[C:21]([O:23][CH3:24])[C:20]([O:25][CH3:26])=[CH:19][C:17]=3[CH:18]=2)[C:10]([OH:12])=O)=[CH:5][CH:4]=1)#[N:2].[CH2:28]([NH2:32])[CH2:29][CH2:30][CH3:31]. No catalyst specified. The product is [CH2:28]([NH:32][C:10](=[O:12])[C:9]([C:6]1[CH:5]=[CH:4][C:3]([C:1]#[N:2])=[CH:8][CH:7]=1)([CH3:27])[CH2:13][C:14]1[S:15][C:16]2[CH:22]=[C:21]([O:23][CH3:24])[C:20]([O:25][CH3:26])=[CH:19][C:17]=2[CH:18]=1)[CH2:29][CH2:30][CH3:31]. The yield is 0.900. (3) The reactants are [CH3:1][N:2]1[CH:6]=[CH:5][N:4]=[CH:3]1.[CH2:7]([Br:9])[CH3:8]. The catalyst is C(#N)C. The product is [Br-:9].[CH2:5]([N+:4]1[CH:8]=[CH:7][N:2]([CH3:1])[CH:3]=1)[CH3:6]. The yield is 0.918. (4) The reactants are [OH-:1].[K+].[C:3]([NH:6][C:7]1[C:8]([I:31])=[C:9]([C:23]([NH:25][CH2:26][CH:27]([OH:30])[CH2:28][OH:29])=[O:24])[C:10]([I:22])=[C:11]([C:20]=1[I:21])[C:12]([NH:14][CH2:15][CH:16]([OH:19])[CH2:17][OH:18])=[O:13])(=[O:5])[CH3:4].B(O)(O)O.[O:36]1[CH2:38][CH:37]1[CH2:39][O:40][CH2:41][CH2:42][O:43][CH2:44][CH:45]1[CH2:47][O:46]1.Cl. The catalyst is C(#N)C.O.O.CO. The product is [OH:36][CH:37]([CH2:39][O:40][CH2:41][CH2:42][O:43][CH2:44][CH:45]([OH:46])[CH2:47][N:6]([C:7]1[C:20]([I:21])=[C:11]([C:12]([NH:14][CH2:15][CH:16]([OH:19])[CH2:17][OH:18])=[O:13])[C:10]([I:22])=[C:9]([C:8]=1[I:31])[C:23]([NH:25][CH2:26][CH:27]([OH:30])[CH2:28][OH:29])=[O:24])[C:3](=[O:1])[CH3:4])[CH2:38][N:6]([C:7]1[C:20]([I:21])=[C:11]([C:12]([NH:14][CH2:15][CH:16]([OH:19])[CH2:17][OH:18])=[O:13])[C:10]([I:22])=[C:9]([C:8]=1[I:31])[C:23]([NH:25][CH2:26][CH:27]([OH:30])[CH2:28][OH:29])=[O:24])[C:3](=[O:5])[CH3:4]. The yield is 0.0700. (5) The reactants are O[CH2:2][CH2:3][CH2:4][O:5][C:6]1[CH:15]=[C:14]2[C:9]([CH2:10][CH2:11][C:12]([CH2:21][CH3:22])([C:16]([O:18][CH2:19][CH3:20])=[O:17])[O:13]2)=[CH:8][CH:7]=1.C1(P(C2C=CC=CC=2)C2C=CC=CC=2)C=CC=CC=1.C(Br)(Br)(Br)[Br:43]. The catalyst is CC#N. The product is [Br:43][CH2:2][CH2:3][CH2:4][O:5][C:6]1[CH:15]=[C:14]2[C:9]([CH2:10][CH2:11][C:12]([CH2:21][CH3:22])([C:16]([O:18][CH2:19][CH3:20])=[O:17])[O:13]2)=[CH:8][CH:7]=1. The yield is 0.960. (6) The reactants are [NH2:1][C:2]1[CH:3]=[N:4][CH:5]=[CH:6][CH:7]=1.[N+:8]([C:11]1[CH:16]=[CH:15][C:14]([S:17](Cl)(=[O:19])=[O:18])=[CH:13][CH:12]=1)([O-:10])=[O:9].C(N(CC)CC)C.CN(C1C=CC=CN=1)C. The catalyst is C1COCC1.C(Cl)Cl. The product is [N+:8]([C:11]1[CH:12]=[CH:13][C:14]([S:17]([NH:1][C:2]2[CH:3]=[N:4][CH:5]=[CH:6][CH:7]=2)(=[O:19])=[O:18])=[CH:15][CH:16]=1)([O-:10])=[O:9]. The yield is 0.850. (7) The reactants are [CH2:1]1[C:10]2[C:5](=[CH:6][CH:7]=[N:8][CH:9]=2)[CH2:4][CH2:3][N:2]1[C:11]([O:13][C:14]([CH3:17])([CH3:16])[CH3:15])=[O:12]. The catalyst is C(O)(=O)C.[OH-].[OH-].[Pd+2]. The product is [CH2:1]1[CH:10]2[CH:5]([CH2:6][CH2:7][NH:8][CH2:9]2)[CH2:4][CH2:3][N:2]1[C:11]([O:13][C:14]([CH3:17])([CH3:16])[CH3:15])=[O:12]. The yield is 0.690.